From a dataset of Catalyst prediction with 721,799 reactions and 888 catalyst types from USPTO. Predict which catalyst facilitates the given reaction. Reactant: [CH3:1][N:2]1[C:6]2[CH:7]=[C:8]([C:11]([OH:13])=O)[CH:9]=[CH:10][C:5]=2[N:4]=[N:3]1.C(N1C=CN=C1)(N1C=CN=C1)=O.Cl.[CH3:27][NH:28][O:29][CH3:30]. Product: [CH3:30][O:29][N:28]([CH3:27])[C:11]([C:8]1[CH:9]=[CH:10][C:5]2[N:4]=[N:3][N:2]([CH3:1])[C:6]=2[CH:7]=1)=[O:13]. The catalyst class is: 9.